Dataset: Forward reaction prediction with 1.9M reactions from USPTO patents (1976-2016). Task: Predict the product of the given reaction. (1) The product is: [CH3:1][O:2][C:3]1[CH:12]=[CH:11][C:10]([NH2:13])=[C:9]2[C:4]=1[CH:5]=[CH:6][CH:7]=[N:8]2. Given the reactants [CH3:1][O:2][C:3]1[CH:12]=[CH:11][C:10]([N+:13]([O-])=O)=[C:9]2[C:4]=1[CH:5]=[CH:6][CH:7]=[N:8]2.Cl[Sn]Cl, predict the reaction product. (2) Given the reactants [CH3:1][Si:2]([CH3:15])([CH3:14])[C:3]1[CH:13]=[CH:12][CH:11]=[CH:10][C:4]=1[CH2:5][NH:6][CH:7]1[CH2:9][CH2:8]1.C(N(CC)CC)C.[F:23][C:24]1[N:28]([CH3:29])[N:27]=[C:26]([CH:30]([F:32])[F:31])[C:25]=1[C:33](Cl)=[O:34], predict the reaction product. The product is: [CH:7]1([N:6]([CH2:5][C:4]2[CH:10]=[CH:11][CH:12]=[CH:13][C:3]=2[Si:2]([CH3:15])([CH3:14])[CH3:1])[C:33]([C:25]2[C:26]([CH:30]([F:32])[F:31])=[N:27][N:28]([CH3:29])[C:24]=2[F:23])=[O:34])[CH2:8][CH2:9]1. (3) Given the reactants [C:1](Cl)(Cl)=[O:2].N1C=CC=CC=1.[CH3:11][CH:12]1[N:16]([CH:17]2[CH2:22][CH2:21][O:20][CH2:19][CH2:18]2)[C:15](=[O:23])[NH:14][CH2:13]1.[CH3:24][N:25]1[CH:29]=[C:28]([C:30]2[CH:35]=[C:34]([O:36][C:37]3[CH:38]=[CH:39][C:40]([NH2:43])=[N:41][CH:42]=3)[CH:33]=[CH:32][N:31]=2)[CH:27]=[N:26]1, predict the reaction product. The product is: [CH3:11][CH:12]1[CH2:13][N:14]([C:1]([NH:43][C:40]2[CH:39]=[CH:38][C:37]([O:36][C:34]3[CH:33]=[CH:32][N:31]=[C:30]([C:28]4[CH:27]=[N:26][N:25]([CH3:24])[CH:29]=4)[CH:35]=3)=[CH:42][N:41]=2)=[O:2])[C:15](=[O:23])[N:16]1[CH:17]1[CH2:22][CH2:21][O:20][CH2:19][CH2:18]1.